From a dataset of Reaction yield outcomes from USPTO patents with 853,638 reactions. Predict the reaction yield, written as a fraction of the theoretical maximum amount of product (1.0 means a 100% yield; for example, 0.34 means a 34% yield). (1) The reactants are [CH2:1]([C:8]1[S:12][C:11]([C:13]2[CH:18]=[C:17]([F:19])[CH:16]=[CH:15][C:14]=2[F:20])=[N:10][C:9]=1[CH:21]=O)[C:2]1[CH:7]=[CH:6][CH:5]=[CH:4][CH:3]=1.[C:23]([S@:27]([NH2:29])=[O:28])([CH3:26])([CH3:25])[CH3:24]. The catalyst is C1COCC1.[Cl-].[Na+].O.CCOC(C)=O. The product is [CH2:1]([C:8]1[S:12][C:11]([C:13]2[CH:18]=[C:17]([F:19])[CH:16]=[CH:15][C:14]=2[F:20])=[N:10][C:9]=1[CH:21]=[N:29][S@@:27]([C:23]([CH3:26])([CH3:25])[CH3:24])=[O:28])[C:2]1[CH:7]=[CH:6][CH:5]=[CH:4][CH:3]=1. The yield is 0.940. (2) The reactants are C[O:2][C:3](=[O:15])[CH2:4][CH2:5][C:6]([C:8]1[CH:13]=[CH:12][CH:11]=[C:10]([F:14])[CH:9]=1)=O.O.NN.[OH-].[K+].Cl. The catalyst is C(O)CO.O.CCOCC. The product is [F:14][C:10]1[CH:9]=[C:8]([CH2:6][CH2:5][CH2:4][C:3]([OH:15])=[O:2])[CH:13]=[CH:12][CH:11]=1. The yield is 0.753. (3) The reactants are [Cl:1][C:2]1[CH:19]=[CH:18][C:5]([CH2:6][S:7][C:8]2[O:9][C:10]3[CH:16]=[CH:15][C:14]([NH2:17])=[CH:13][C:11]=3[N:12]=2)=[CH:4][CH:3]=1.[C:20](Cl)(=[O:22])[CH3:21].O. The catalyst is N1C=CC=CC=1. The product is [Cl:1][C:2]1[CH:19]=[CH:18][C:5]([CH2:6][S:7][C:8]2[O:9][C:10]3[CH:16]=[CH:15][C:14]([NH:17][C:20](=[O:22])[CH3:21])=[CH:13][C:11]=3[N:12]=2)=[CH:4][CH:3]=1. The yield is 0.400.